From a dataset of Forward reaction prediction with 1.9M reactions from USPTO patents (1976-2016). Predict the product of the given reaction. (1) Given the reactants Cl[C:2]1[CH:3]=[C:4]2[N:11]([CH3:12])[C:10]([CH3:14])([CH3:13])[CH2:9][N:5]2[C:6](=[O:8])[N:7]=1.[F:15][C:16]1[CH:17]=[C:18]([CH2:23][OH:24])[CH:19]=[CH:20][C:21]=1[F:22], predict the reaction product. The product is: [F:15][C:16]1[CH:17]=[C:18]([CH:19]=[CH:20][C:21]=1[F:22])[CH2:23][O:24][C:2]1[CH:3]=[C:4]2[N:11]([CH3:12])[C:10]([CH3:14])([CH3:13])[CH2:9][N:5]2[C:6](=[O:8])[N:7]=1. (2) The product is: [NH2:8][C@H:9]1[CH2:14][CH2:13][CH2:12][CH2:11][C@H:10]1[NH:15][C:16]1[N:21]=[C:20]([C:22]2[S:26][N:25]=[CH:24][CH:23]=2)[C:19]2[C:27](=[O:37])[NH:28][CH2:29][C:18]=2[C:17]=1[F:38]. Given the reactants C(OC([NH:8][C@H:9]1[CH2:14][CH2:13][CH2:12][CH2:11][C@H:10]1[NH:15][C:16]1[N:21]=[C:20]([C:22]2[S:26][N:25]=[CH:24][CH:23]=2)[C:19]2[C:27](=[O:37])[N:28](C(OC(C)(C)C)=O)[CH2:29][C:18]=2[C:17]=1[F:38])=O)(C)(C)C.Cl.O1CCOCC1.CCO, predict the reaction product. (3) Given the reactants [BH4-].[Na+].[N:3]([CH2:6][C@@H:7]([C:9]1[CH:10]=[CH:11][C:12]([Cl:20])=[C:13]([NH:15][S:16]([CH3:19])(=[O:18])=[O:17])[CH:14]=1)[OH:8])=[N+]=[N-].C(O[BH-](OC(=O)C)OC(=O)C)(=O)C.[Na+].O=[C:36]1[CH2:41][CH2:40][N:39]([C:42]2[CH:55]=[CH:54][C:45]([CH2:46][CH:47]3[S:51][C:50](=[O:52])[NH:49][C:48]3=[O:53])=[CH:44][CH:43]=2)[CH2:38][CH2:37]1.C(=O)(O)[O-].[Na+], predict the reaction product. The product is: [Cl:20][C:12]1[CH:11]=[CH:10][C:9]([C@@H:7]([OH:8])[CH2:6][NH:3][CH:36]2[CH2:41][CH2:40][N:39]([C:42]3[CH:55]=[CH:54][C:45]([CH2:46][CH:47]4[S:51][C:50](=[O:52])[NH:49][C:48]4=[O:53])=[CH:44][CH:43]=3)[CH2:38][CH2:37]2)=[CH:14][C:13]=1[NH:15][S:16]([CH3:19])(=[O:18])=[O:17]. (4) Given the reactants [Cl:1][C:2]1[CH:7]=[CH:6][C:5]([CH:8]2[C:13]([C:14]#[N:15])=[C:12]([CH2:16][CH:17]([CH3:19])[CH3:18])[NH:11][C:10]([CH3:20])=[C:9]2[C:21]([O:23][C:24]([CH3:27])([CH3:26])[CH3:25])=[O:22])=[CH:4][CH:3]=1.[N+]([O-])([O-])=O.[Ce+3].[NH4+].[NH4+].[N+]([O-])([O-])=O.[N+]([O-])([O-])=O.[N+]([O-])([O-])=O.[N+]([O-])([O-])=O, predict the reaction product. The product is: [Cl:1][C:2]1[CH:3]=[CH:4][C:5]([C:8]2[C:9]([C:21]([O:23][C:24]([CH3:25])([CH3:26])[CH3:27])=[O:22])=[C:10]([CH3:20])[N:11]=[C:12]([CH2:16][CH:17]([CH3:18])[CH3:19])[C:13]=2[C:14]#[N:15])=[CH:6][CH:7]=1. (5) Given the reactants Br[C:2]1[CH:7]=[C:6]([O:8][CH3:9])[C:5]([C:10]2[C:16](=[O:17])[CH:15]3[CH2:18][CH:12]([CH2:13][CH2:14]3)[C:11]=2[O:19][CH3:20])=[C:4]([F:21])[CH:3]=1.[CH3:22][Si:23]([CH3:40])([CH3:39])[C:24]#[C:25][Sn](CCCC)(CCCC)CCCC, predict the reaction product. The product is: [F:21][C:4]1[CH:3]=[C:2]([C:25]#[C:24][Si:23]([CH3:40])([CH3:39])[CH3:22])[CH:7]=[C:6]([O:8][CH3:9])[C:5]=1[C:10]1[C:16](=[O:17])[CH:15]2[CH2:18][CH:12]([CH2:13][CH2:14]2)[C:11]=1[O:19][CH3:20]. (6) Given the reactants [F:1][C:2]1[CH:30]=[CH:29][C:5]([CH2:6][C:7]2[NH:8][C:9]([C:12]3[C:21]([OH:22])=[C:20]4[C:15]([CH:16]=[CH:17][CH:18]=[N:19]4)=[C:14]([N:23]4[CH2:28][CH2:27]S[CH2:25][CH2:24]4)[N:13]=3)=[N:10][N:11]=2)=[CH:4][CH:3]=1.C(Cl)(Cl)Cl.O[O:36][S:37]([O-:39])=O.[K+], predict the reaction product. The product is: [O:36]=[S:37]1(=[O:39])[CH2:27][CH2:28][N:23]([C:14]2[N:13]=[C:12]([C:9]3[NH:8][C:7]([CH2:6][C:5]4[CH:4]=[CH:3][C:2]([F:1])=[CH:30][CH:29]=4)=[N:11][N:10]=3)[C:21]([OH:22])=[C:20]3[C:15]=2[CH:16]=[CH:17][CH:18]=[N:19]3)[CH2:24][CH2:25]1.